From a dataset of Full USPTO retrosynthesis dataset with 1.9M reactions from patents (1976-2016). Predict the reactants needed to synthesize the given product. (1) The reactants are: [CH2:1]([C:3]1[N:12]([C:13]2[CH:18]=[CH:17][CH:16]=[CH:15][C:14]=2[O:19][CH2:20][CH3:21])[C:11](=[O:22])[C:10]2[C:5](=[CH:6][C:7]([N+]([O-])=O)=[CH:8][CH:9]=2)[N:4]=1)C.BrN1C(=O)CCC1=O.[CH3:34][N:35]1[CH2:41][CH2:40][CH2:39][NH:38][CH2:37][CH2:36]1. Given the product [CH2:20]([O:19][C:14]1[CH:15]=[CH:16][CH:17]=[CH:18][C:13]=1[N:12]1[C:11](=[O:22])[C:10]2[C:5](=[CH:6][CH:7]=[CH:8][CH:9]=2)[N:4]=[C:3]1[CH2:1][N:38]1[CH2:39][CH2:40][CH2:41][N:35]([CH3:34])[CH2:36][CH2:37]1)[CH3:21], predict the reactants needed to synthesize it. (2) Given the product [CH2:28]([N:14]1[C:13]([C:6]2[CH:7]=[CH:8][C:9]([O:11][CH3:12])=[CH:10][C:5]=2[O:4][CH3:3])=[C:21]2[C:16]([C:17]([C:22]([F:25])([F:24])[F:23])=[CH:18][CH:19]=[CH:20]2)=[N:15]1)[CH:27]=[CH2:26], predict the reactants needed to synthesize it. The reactants are: [H-].[Na+].[CH3:3][O:4][C:5]1[CH:10]=[C:9]([O:11][CH3:12])[CH:8]=[CH:7][C:6]=1[C:13]1[C:21]2[C:16](=[C:17]([C:22]([F:25])([F:24])[F:23])[CH:18]=[CH:19][CH:20]=2)[NH:15][N:14]=1.[CH2:26](Br)[CH:27]=[CH2:28]. (3) Given the product [CH2:1]([O:8][C:9]1[C:10]([CH:18]2[C:26]3[C:21](=[CH:22][CH:23]=[CH:24][CH:25]=3)[N:20]([CH2:27][C:28]3[O:29][C:30]([C:33]([F:36])([F:35])[F:34])=[CH:31][CH:32]=3)[C:19]2=[O:37])=[CH:11][C:12]2[O:16][CH2:15][O:14][C:13]=2[CH:17]=1)[C:2]1[CH:7]=[CH:6][CH:5]=[CH:4][CH:3]=1, predict the reactants needed to synthesize it. The reactants are: [CH2:1]([O:8][C:9]1[C:10]([C:18]2(O)[C:26]3[C:21](=[CH:22][CH:23]=[CH:24][CH:25]=3)[N:20]([CH2:27][C:28]3[O:29][C:30]([C:33]([F:36])([F:35])[F:34])=[CH:31][CH:32]=3)[C:19]2=[O:37])=[CH:11][C:12]2[O:16][CH2:15][O:14][C:13]=2[CH:17]=1)[C:2]1[CH:7]=[CH:6][CH:5]=[CH:4][CH:3]=1.C([SiH](CC)CC)C.FC(F)(F)C(O)=O.